This data is from Full USPTO retrosynthesis dataset with 1.9M reactions from patents (1976-2016). The task is: Predict the reactants needed to synthesize the given product. (1) Given the product [F:1][C:2]([F:42])([O:27][C:28]1[CH:33]=[CH:32][C:31]([O:34][CH2:35][CH2:36][CH2:37][C:38]([F:41])([F:40])[F:39])=[CH:30][CH:29]=1)[C:3]1[CH:8]=[CH:7][C:6](/[CH:9]=[CH:10]/[C:11]([O:13][CH2:14][C:15]2[CH:20]=[C:19]([NH2:21])[CH:18]=[C:17]([NH2:24])[CH:16]=2)=[O:12])=[CH:5][CH:4]=1, predict the reactants needed to synthesize it. The reactants are: [F:1][C:2]([F:42])([O:27][C:28]1[CH:33]=[CH:32][C:31]([O:34][CH2:35][CH2:36][CH2:37][C:38]([F:41])([F:40])[F:39])=[CH:30][CH:29]=1)[C:3]1[CH:8]=[CH:7][C:6](/[CH:9]=[CH:10]/[C:11]([O:13][CH2:14][C:15]2[CH:20]=[C:19]([N+:21]([O-])=O)[CH:18]=[C:17]([N+:24]([O-])=O)[CH:16]=2)=[O:12])=[CH:5][CH:4]=1. (2) The reactants are: [CH3:1][O:2][C:3]1[CH:4]=[C:5]2[C:9](=[CH:10][CH:11]=1)[NH:8][CH:7]=[C:6]2[CH2:12][CH2:13][CH2:14][C:15](OCC)=[O:16].[H-].[Al+3].[Li+].[H-].[H-].[H-]. Given the product [CH3:1][O:2][C:3]1[CH:4]=[C:5]2[C:9](=[CH:10][CH:11]=1)[NH:8][CH:7]=[C:6]2[CH2:12][CH2:13][CH2:14][CH2:15][OH:16], predict the reactants needed to synthesize it. (3) Given the product [F:22][C:20]1([F:23])[O:19][C:18]2[CH:24]=[CH:25][C:15]([NH:14][C:12](=[O:13])[C:11]3[CH:26]=[CH:27][CH:28]=[CH:29][C:10]=3[NH:9][CH2:8][C:6]3[CH:5]=[CH:4][N:3]=[C:2]([NH:1][C:39]([NH:38][C:35]4[CH:36]=[CH:37][C:32]([O:31][CH3:30])=[CH:33][CH:34]=4)=[O:40])[CH:7]=3)=[CH:16][C:17]=2[O:21]1, predict the reactants needed to synthesize it. The reactants are: [NH2:1][C:2]1[CH:7]=[C:6]([CH2:8][NH:9][C:10]2[CH:29]=[CH:28][CH:27]=[CH:26][C:11]=2[C:12]([NH:14][C:15]2[CH:25]=[CH:24][C:18]3[O:19][C:20]([F:23])([F:22])[O:21][C:17]=3[CH:16]=2)=[O:13])[CH:5]=[CH:4][N:3]=1.[CH3:30][O:31][C:32]1[CH:37]=[CH:36][C:35]([N:38]=[C:39]=[O:40])=[CH:34][CH:33]=1.C(N(C(C)C)CC)(C)C.